From a dataset of Forward reaction prediction with 1.9M reactions from USPTO patents (1976-2016). Predict the product of the given reaction. (1) The product is: [C:26]([O:25][C:23]([N:21]1[CH:22]=[C:18]([C:9]2[N:8]([C:6]([O:5][C:1]([CH3:4])([CH3:3])[CH3:2])=[O:7])[C:16]3[CH:15]=[C:14]([NH:38][C:39]4[CH:40]=[CH:41][C:42]([C:43](=[O:44])[N:45]([CH3:46])[CH3:47])=[CH:48][CH:49]=4)[N:13]=[CH:12][C:11]=3[CH:10]=2)[CH:19]=[N:20]1)=[O:24])([CH3:29])([CH3:28])[CH3:27]. Given the reactants [C:1]([O:5][C:6]([N:8]1[C:16]2[CH:15]=[C:14](Cl)[N:13]=[CH:12][C:11]=2[CH:10]=[C:9]1[C:18]1[CH:19]=[N:20][N:21]([C:23]([O:25][C:26]([CH3:29])([CH3:28])[CH3:27])=[O:24])[CH:22]=1)=[O:7])([CH3:4])([CH3:3])[CH3:2].P([O-])([O-])([O-])=O.[K+].[K+].[K+].[NH2:38][C:39]1[CH:49]=[CH:48][C:42]([C:43]([N:45]([CH3:47])[CH3:46])=[O:44])=[CH:41][CH:40]=1, predict the reaction product. (2) Given the reactants [N:1]1[NH:2][C:3](=[O:6])[NH:4][CH:5]=1.C(=O)([O-])[O-].[K+].[K+].[NH2:13][C:14]1[N:18]([C:19]2[CH:20]=[CH:21][C:22](F)=[C:23]([CH:26]=2)[C:24]#[N:25])[N:17]=[C:16]([C:28]([F:31])([F:30])[F:29])[C:15]=1[C:32]1[CH:37]=[C:36]([C:38]([F:41])([F:40])[F:39])[CH:35]=[C:34]([Cl:42])[CH:33]=1.O, predict the reaction product. The product is: [NH2:13][C:14]1[N:18]([C:19]2[CH:20]=[CH:21][C:22]([N:2]3[C:3](=[O:6])[NH:4][CH:5]=[N:1]3)=[C:23]([CH:26]=2)[C:24]#[N:25])[N:17]=[C:16]([C:28]([F:29])([F:30])[F:31])[C:15]=1[C:32]1[CH:37]=[C:36]([C:38]([F:40])([F:41])[F:39])[CH:35]=[C:34]([Cl:42])[CH:33]=1. (3) Given the reactants [CH3:1][C:2]1([C:7]2[S:11][C:10]([CH2:12][N:13]3[N:17]=[C:16]([NH2:18])[CH:15]=[N:14]3)=[CH:9][CH:8]=2)[O:6]CCO1.[C:19]1([C:25]2[O:29][CH:28]=[N:27][C:26]=2[C:30](O)=[O:31])[CH:24]=[CH:23][CH:22]=[CH:21][CH:20]=1, predict the reaction product. The product is: [C:2]([C:7]1[S:11][C:10]([CH2:12][N:13]2[N:17]=[C:16]([NH:18][C:30]([C:26]3[N:27]=[CH:28][O:29][C:25]=3[C:19]3[CH:20]=[CH:21][CH:22]=[CH:23][CH:24]=3)=[O:31])[CH:15]=[N:14]2)=[CH:9][CH:8]=1)(=[O:6])[CH3:1].